From a dataset of Reaction yield outcomes from USPTO patents with 853,638 reactions. Predict the reaction yield, written as a fraction of the theoretical maximum amount of product (1.0 means a 100% yield; for example, 0.34 means a 34% yield). The yield is 0.120. The product is [NH:12]1[C:13]2[C:18](=[CH:17][CH:16]=[CH:15][CH:14]=2)[C:10]([C:8](=[O:9])[CH:32]([NH:31][C:30]2[CH:39]=[CH:40][CH:41]=[C:28]([O:27][CH3:26])[CH:29]=2)[C:33]2[NH:37][CH:36]=[N:35][C:34]=2[CH3:38])=[CH:11]1. The catalyst is [Cl-].C([N+]1C(C)=C(CCO)SC=1)C1C=CC=CC=1.C(O)C. The reactants are C(N(CC)CC)C.[CH:8]([C:10]1[C:18]2[C:13](=[CH:14][CH:15]=[CH:16][CH:17]=2)[N:12](C(OC(C)(C)C)=O)[CH:11]=1)=[O:9].[CH3:26][O:27][C:28]1[CH:29]=[C:30]([CH:39]=[CH:40][CH:41]=1)[N:31]=[CH:32][C:33]1[NH:37][CH:36]=[N:35][C:34]=1[CH3:38].